Task: Regression. Given a peptide amino acid sequence and an MHC pseudo amino acid sequence, predict their binding affinity value. This is MHC class I binding data.. Dataset: Peptide-MHC class I binding affinity with 185,985 pairs from IEDB/IMGT (1) The peptide sequence is YTDLTYQSF. The MHC is HLA-B15:01 with pseudo-sequence HLA-B15:01. The binding affinity (normalized) is 0.272. (2) The peptide sequence is IELPEKDSW. The MHC is HLA-B40:01 with pseudo-sequence HLA-B40:01. The binding affinity (normalized) is 0.